Dataset: Reaction yield outcomes from USPTO patents with 853,638 reactions. Task: Predict the reaction yield, written as a fraction of the theoretical maximum amount of product (1.0 means a 100% yield; for example, 0.34 means a 34% yield). (1) The reactants are Br[C:2]1[CH:7]=[C:6]([O:8][CH3:9])[CH:5]=[C:4]([O:10][CH3:11])[CH:3]=1.[Cl:12][C:13]1[N:18]=[C:17]([NH2:19])[C:16]([CH3:20])=[CH:15][N:14]=1.CC1(C)C2C(=C(P(C3C=CC=CC=3)C3C=CC=CC=3)C=CC=2)OC2C(P(C3C=CC=CC=3)C3C=CC=CC=3)=CC=CC1=2.CC(C)([O-])C.[K+]. The catalyst is O1CCOCC1.CN(C=O)C.CC([O-])=O.CC([O-])=O.[Pd+2]. The product is [Cl:12][C:13]1[N:18]=[C:17]([NH:19][C:2]2[CH:7]=[C:6]([O:8][CH3:9])[CH:5]=[C:4]([O:10][CH3:11])[CH:3]=2)[C:16]([CH3:20])=[CH:15][N:14]=1. The yield is 0.330. (2) The reactants are CS(C)=O.C(Cl)(=O)C(Cl)=O.[CH:11]([C@@H:24]1[O:29][CH2:28][C@@H:27]([OH:30])[CH2:26][CH2:25]1)([C:18]1[CH:23]=[CH:22][CH:21]=[CH:20][CH:19]=1)[C:12]1[CH:17]=[CH:16][CH:15]=[CH:14][CH:13]=1.C(N(CC)CC)C. The catalyst is C(Cl)Cl. The product is [CH:11]([CH:24]1[O:29][CH2:28][C:27](=[O:30])[CH2:26][CH2:25]1)([C:18]1[CH:23]=[CH:22][CH:21]=[CH:20][CH:19]=1)[C:12]1[CH:13]=[CH:14][CH:15]=[CH:16][CH:17]=1. The yield is 0.910.